This data is from Forward reaction prediction with 1.9M reactions from USPTO patents (1976-2016). The task is: Predict the product of the given reaction. (1) Given the reactants [Br:1][C:2]1[CH:7]=[CH:6][C:5]([C@@H:8]([N:10]2[CH2:15][CH2:14][C@:13]([CH2:22][C:23](=[O:25])[CH3:24])([C:16]3[CH:21]=[CH:20][CH:19]=[CH:18][CH:17]=3)[CH2:12][C:11]2=[O:26])[CH3:9])=[CH:4][CH:3]=1.[CH3:27][Mg]Br, predict the reaction product. The product is: [Br:1][C:2]1[CH:3]=[CH:4][C:5]([C@@H:8]([N:10]2[CH2:15][CH2:14][C@:13]([CH2:22][C:23]([OH:25])([CH3:27])[CH3:24])([C:16]3[CH:21]=[CH:20][CH:19]=[CH:18][CH:17]=3)[CH2:12][C:11]2=[O:26])[CH3:9])=[CH:6][CH:7]=1. (2) Given the reactants [CH3:1][O:2][CH2:3][C:4]1[CH:5]=[C:6]([C:14]([O:16]C)=[O:15])[C:7]([C:10]([O:12]C)=[O:11])=[N:8][CH:9]=1.[OH-].[Na+], predict the reaction product. The product is: [CH3:1][O:2][CH2:3][C:4]1[CH:5]=[C:6]([C:14]([OH:16])=[O:15])[C:7]([C:10]([OH:12])=[O:11])=[N:8][CH:9]=1. (3) Given the reactants [CH2:1]([CH:3]([C:6]1[C:10]([CH2:11][CH2:12][CH2:13][O:14]COC)=[CH:9][NH:8][N:7]=1)[CH2:4][CH3:5])[CH3:2].Cl[C:19]1[N:20]=[N:21][C:22]([C:25]([F:28])([F:27])[F:26])=[CH:23][CH:24]=1.[H-].[Na+].[H][H], predict the reaction product. The product is: [CH2:1]([CH:3]([C:6]1[C:10]([CH2:11][CH2:12][CH2:13][OH:14])=[CH:9][N:8]([C:19]2[N:20]=[N:21][C:22]([C:25]([F:28])([F:27])[F:26])=[CH:23][CH:24]=2)[N:7]=1)[CH2:4][CH3:5])[CH3:2]. (4) Given the reactants C(N(CC)CC)C.[C:8]([C:12]1[CH:13]=[C:14]([NH:30][S:31]([CH3:34])(=[O:33])=[O:32])[C:15]([O:28][CH3:29])=[C:16]([NH:18][C:19](=[O:27])OC2C=CC=CC=2)[CH:17]=1)([CH3:11])([CH3:10])[CH3:9].[NH2:35][C:36]1[C:45]2[C:40](=[CH:41][CH:42]=[CH:43][CH:44]=2)[C:39]([O:46][C:47]2[CH:52]=[CH:51][N:50]=[C:49]([NH:53][C:54]3[CH:59]=[CH:58][C:57]([P:60]([CH3:65])(=[O:64])[O:61][CH2:62][CH3:63])=[C:56]([CH3:66])[CH:55]=3)[CH:48]=2)=[CH:38][CH:37]=1, predict the reaction product. The product is: [C:8]([C:12]1[CH:13]=[C:14]([NH:30][S:31]([CH3:34])(=[O:32])=[O:33])[C:15]([O:28][CH3:29])=[C:16]([NH:18][C:19](=[O:27])[NH:35][C:36]2[C:45]3[C:40](=[CH:41][CH:42]=[CH:43][CH:44]=3)[C:39]([O:46][C:47]3[CH:52]=[CH:51][N:50]=[C:49]([NH:53][C:54]4[CH:59]=[CH:58][C:57]([P:60]([CH3:65])(=[O:64])[O:61][CH2:62][CH3:63])=[C:56]([CH3:66])[CH:55]=4)[CH:48]=3)=[CH:38][CH:37]=2)[CH:17]=1)([CH3:11])([CH3:10])[CH3:9]. (5) Given the reactants [S:1]1[CH:5]=[CH:4][CH:3]=[C:2]1[CH:6]([C:12]1[S:13][CH:14]=[CH:15][CH:16]=1)[N:7]1[CH2:10][CH:9]([OH:11])[CH2:8]1.CS(C)=O.C(N(CC)CC)C.C(Cl)(=O)C(Cl)=O, predict the reaction product. The product is: [S:1]1[CH:5]=[CH:4][CH:3]=[C:2]1[CH:6]([C:12]1[S:13][CH:14]=[CH:15][CH:16]=1)[N:7]1[CH2:8][C:9](=[O:11])[CH2:10]1.